This data is from Full USPTO retrosynthesis dataset with 1.9M reactions from patents (1976-2016). The task is: Predict the reactants needed to synthesize the given product. (1) Given the product [O:4]1[CH:5]=[CH:6][CH:7]=[C:3]1[C:1]#[C:2][C:18]([C:17]1[CH:20]=[C:21]([O:25][CH3:26])[C:22]([O:23][CH3:24])=[C:15]([O:14][CH3:13])[CH:16]=1)=[O:19], predict the reactants needed to synthesize it. The reactants are: [C:1]([C:3]1[O:4][CH:5]=[CH:6][CH:7]=1)#[CH:2].[Li]CCCC.[CH3:13][O:14][C:15]1[CH:16]=[C:17]([CH:20]=[C:21]([O:25][CH3:26])[C:22]=1[O:23][CH3:24])[CH:18]=[O:19]. (2) Given the product [F:1][C:2]1[CH:7]=[C:6]([F:8])[CH:5]=[CH:4][C:3]=1[CH2:9]/[C:10](/[NH2:20])=[CH:12]/[N+:13]([O-:15])=[O:14], predict the reactants needed to synthesize it. The reactants are: [F:1][C:2]1[CH:7]=[C:6]([F:8])[CH:5]=[CH:4][C:3]=1[CH2:9][C:10]([CH2:12][N+:13]([O-:15])=[O:14])=O.C([O-])(=O)C.[NH4+:20]. (3) Given the product [CH3:12][C:7]1[CH:8]=[C:9]([CH3:11])[CH:10]=[C:5]([CH3:4])[C:6]=1[NH:13][C:14]([NH:16][C:17]1[C:18]([C:27]([NH:29][CH:30]([CH2:35][CH2:36][CH2:37][CH2:38][CH3:39])[C:31]([OH:33])=[O:32])=[O:28])=[CH:19][C:20]2[C:25]([CH:26]=1)=[CH:24][CH:23]=[CH:22][CH:21]=2)=[O:15], predict the reactants needed to synthesize it. The reactants are: O.[OH-].[Li+].[CH3:4][C:5]1[CH:10]=[C:9]([CH3:11])[CH:8]=[C:7]([CH3:12])[C:6]=1[NH:13][C:14]([NH:16][C:17]1[C:18]([C:27]([NH:29][CH:30]([CH2:35][CH2:36][CH2:37][CH2:38][CH3:39])[C:31]([O:33]C)=[O:32])=[O:28])=[CH:19][C:20]2[C:25]([CH:26]=1)=[CH:24][CH:23]=[CH:22][CH:21]=2)=[O:15].O.Cl. (4) Given the product [Br:1][C:2]1[CH:13]=[CH:12][C:5]([O:6][CH2:7][CH2:8][CH2:9][CH2:10][NH:11][C:105](=[O:106])[CH2:104][CH2:103][O:102][CH2:101][CH2:100][O:99][CH2:98][CH2:97][O:96][CH2:95][CH2:94][O:93][CH2:92][CH2:91][O:90][CH2:89][CH2:88][O:87][CH2:86][CH2:85][O:84][CH2:83][CH2:82][O:81][CH2:80][CH2:79][O:78][CH2:77][CH2:76][O:75][CH2:74][CH2:73][O:72][CH2:71][CH2:70][O:69][CH2:68][CH2:67][O:66][CH2:65][CH2:64][O:63][CH2:62][CH2:61][O:60][CH2:59][CH2:58][O:57][CH2:56][CH2:55][O:54][CH2:53][CH2:52][O:51][CH2:50][CH2:49][O:48][CH2:47][CH2:46][O:45][CH2:44][CH2:43][O:42][CH2:41][CH2:40][O:39][CH2:38][CH2:37][O:36][CH2:35][CH2:34][O:33][CH2:32][CH2:31][NH:30][C:29](=[O:108])[O:28][CH2:27][CH:25]2[C:26]3[CH:14]=[CH:15][CH:16]=[CH:17][C:18]=3[C:19]3[C:24]2=[CH:23][CH:22]=[CH:21][CH:20]=3)=[CH:4][CH:3]=1, predict the reactants needed to synthesize it. The reactants are: [Br:1][C:2]1[CH:13]=[CH:12][C:5]([O:6][CH2:7][CH2:8][CH2:9][CH2:10][NH2:11])=[CH:4][CH:3]=1.[CH:14]1[C:26]2[CH:25]([CH2:27][O:28][C:29](=[O:108])[NH:30][CH2:31][CH2:32][O:33][CH2:34][CH2:35][O:36][CH2:37][CH2:38][O:39][CH2:40][CH2:41][O:42][CH2:43][CH2:44][O:45][CH2:46][CH2:47][O:48][CH2:49][CH2:50][O:51][CH2:52][CH2:53][O:54][CH2:55][CH2:56][O:57][CH2:58][CH2:59][O:60][CH2:61][CH2:62][O:63][CH2:64][CH2:65][O:66][CH2:67][CH2:68][O:69][CH2:70][CH2:71][O:72][CH2:73][CH2:74][O:75][CH2:76][CH2:77][O:78][CH2:79][CH2:80][O:81][CH2:82][CH2:83][O:84][CH2:85][CH2:86][O:87][CH2:88][CH2:89][O:90][CH2:91][CH2:92][O:93][CH2:94][CH2:95][O:96][CH2:97][CH2:98][O:99][CH2:100][CH2:101][O:102][CH2:103][CH2:104][C:105](O)=[O:106])[C:24]3[C:19](=[CH:20][CH:21]=[CH:22][CH:23]=3)[C:18]=2[CH:17]=[CH:16][CH:15]=1.ClCCl. (5) Given the product [NH:16]1[C:17]2[C:22](=[CH:21][CH:20]=[CH:19][CH:18]=2)[C:14]([C@H:11]2[CH2:12][CH2:13][C@H:9]([NH2:8])[CH2:10]2)=[CH:15]1, predict the reactants needed to synthesize it. The reactants are: C([NH:8][C@H:9]1[CH2:13][CH2:12][C@H:11]([C:14]2[C:22]3[C:17](=[CH:18][CH:19]=[CH:20][CH:21]=3)[NH:16][CH:15]=2)[CH2:10]1)C1C=CC=CC=1.C([O-])=O.[NH4+]. (6) Given the product [NH2:16][CH2:15][C@H:4]1[CH2:5][N:6]([C@@H:7]([C:9]2[CH:14]=[CH:13][CH:12]=[CH:11][CH:10]=2)[CH3:8])[C:2](=[O:1])[CH2:3]1, predict the reactants needed to synthesize it. The reactants are: [O:1]=[C:2]1[N:6]([C@@H:7]([C:9]2[CH:14]=[CH:13][CH:12]=[CH:11][CH:10]=2)[CH3:8])[CH2:5][C@H:4]([C:15]#[N:16])[CH2:3]1.N.O. (7) Given the product [CH:38]1([N:19]2[C:18]3[CH:44]=[CH:45][C:15]([C:13]([NH:12][CH:8]([CH2:7][C:1]4[CH:6]=[CH:5][C:4]([OH:55])=[CH:3][CH:2]=4)[C:9]([OH:11])=[O:10])=[O:14])=[CH:16][C:17]=3[N:21]=[C:20]2[C:22]2[CH:23]=[C:24]3[C:29](=[CH:30][CH:31]=2)[N:28]=[C:27]([C:32]2[CH:37]=[CH:36][CH:35]=[CH:34][CH:33]=2)[CH:26]=[N:25]3)[CH2:39][CH2:40][CH2:41][CH2:42][CH2:43]1, predict the reactants needed to synthesize it. The reactants are: [CH:1]1([CH2:7][CH:8]([NH:12][C:13]([C:15]2[CH:45]=[CH:44][C:18]3[N:19]([CH:38]4[CH2:43][CH2:42][CH2:41][CH2:40][CH2:39]4)[C:20]([C:22]4[CH:23]=[C:24]5[C:29](=[CH:30][CH:31]=4)[N:28]=[C:27]([C:32]4[CH:37]=[CH:36][CH:35]=[CH:34][CH:33]=4)[CH:26]=[N:25]5)=[N:21][C:17]=3[CH:16]=2)=[O:14])[C:9]([OH:11])=[O:10])[CH2:6][CH2:5][CH2:4][CH2:3][CH2:2]1.N(C(OCC1C2C(=CC=CC=2)C2C1=CC=CC=2)=O)[C@H](C(O)=O)CC1C=CC([OH:55])=CC=1. (8) Given the product [CH3:22][C:3]1[CH:4]=[C:5]([O:6][CH2:7][C@@H:8]2[CH2:13][N:12]([CH3:14])[C:11]3[CH:15]=[CH:16][CH:17]=[CH:18][C:10]=3[O:9]2)[CH:19]=[C:20]([CH3:21])[C:2]=1[C:28]([OH:30])=[O:29], predict the reactants needed to synthesize it. The reactants are: Br[C:2]1[C:20]([CH3:21])=[CH:19][C:5]([O:6][CH2:7][C@@H:8]2[CH2:13][N:12]([CH3:14])[C:11]3[CH:15]=[CH:16][CH:17]=[CH:18][C:10]=3[O:9]2)=[CH:4][C:3]=1[CH3:22].C([Li])CCC.[C:28](=[O:30])=[O:29].